This data is from Reaction yield outcomes from USPTO patents with 853,638 reactions. The task is: Predict the reaction yield, written as a fraction of the theoretical maximum amount of product (1.0 means a 100% yield; for example, 0.34 means a 34% yield). (1) The reactants are [CH:1]([N:14]1[C:22]2[C:17](=[CH:18][C:19]([Cl:23])=[CH:20][CH:21]=2)[C:16]([CH2:24][CH2:25][S:26]([C:29]2[CH:34]=[CH:33][C:32]([CH2:35][CH2:36][C:37]([O:39][CH2:40][CH3:41])=[O:38])=[CH:31][CH:30]=2)(=[O:28])=[O:27])=[C:15]1[CH2:42][CH2:43]OS(C)(=O)=O)([C:8]1[CH:13]=[CH:12][CH:11]=[CH:10][CH:9]=1)[C:2]1[CH:7]=[CH:6][CH:5]=[CH:4][CH:3]=1.[N-:49]=[N+:50]=[N-:51].[Na+].CN(C=O)C. The catalyst is O. The product is [N:49]([CH2:43][CH2:42][C:15]1[N:14]([CH:1]([C:2]2[CH:3]=[CH:4][CH:5]=[CH:6][CH:7]=2)[C:8]2[CH:9]=[CH:10][CH:11]=[CH:12][CH:13]=2)[C:22]2[C:17]([C:16]=1[CH2:24][CH2:25][S:26]([C:29]1[CH:34]=[CH:33][C:32]([CH2:35][CH2:36][C:37]([O:39][CH2:40][CH3:41])=[O:38])=[CH:31][CH:30]=1)(=[O:28])=[O:27])=[CH:18][C:19]([Cl:23])=[CH:20][CH:21]=2)=[N+:50]=[N-:51]. The yield is 0.960. (2) The product is [F:33][C:29]1[CH:28]=[C:27]([C:25]2[S:24][C@@:23]([CH2:40][CH2:41][CH2:42][NH:43][C:44](=[O:50])[O:45][C:46]([CH3:48])([CH3:47])[CH3:49])([C:34]3[CH:39]=[CH:38][CH:37]=[CH:36][CH:35]=3)[N:22]([C:20](=[O:21])[C@@H:19]([OH:18])[CH3:51])[N:26]=2)[CH:32]=[CH:31][CH:30]=1. The reactants are [Si]([O:18][C@@H:19]([CH3:51])[C:20]([N:22]1[N:26]=[C:25]([C:27]2[CH:32]=[CH:31][CH:30]=[C:29]([F:33])[CH:28]=2)[S:24][C:23]1([CH2:40][CH2:41][CH2:42][NH:43][C:44](=[O:50])[O:45][C:46]([CH3:49])([CH3:48])[CH3:47])[C:34]1[CH:39]=[CH:38][CH:37]=[CH:36][CH:35]=1)=[O:21])(C(C)(C)C)(C1C=CC=CC=1)C1C=CC=CC=1.CCCC[N+](CCCC)(CCCC)CCCC.[F-]. The catalyst is C1COCC1.C([O-])(O)=O.[Na+]. The yield is 0.790. (3) The reactants are C[O:2][C:3](=[O:30])[C:4]([CH3:29])([O:6][C:7]1[CH:8]=[C:9]([CH:13]2[C:22]([CH3:24])([CH3:23])[CH2:21][C:20]3[C:15](=[CH:16][CH:17]=[C:18]([C:25]([O:27]C)=[O:26])[CH:19]=3)[NH:14]2)[CH:10]=[CH:11][CH:12]=1)[CH3:5].[OH-].[Na+]. The catalyst is CO.O1CCCC1. The product is [C:3]([C:4]([O:6][C:7]1[CH:8]=[C:9]([CH:13]2[C:22]([CH3:23])([CH3:24])[CH2:21][C:20]3[C:15](=[CH:16][CH:17]=[C:18]([C:25]([OH:27])=[O:26])[CH:19]=3)[NH:14]2)[CH:10]=[CH:11][CH:12]=1)([CH3:29])[CH3:5])([OH:30])=[O:2]. The yield is 0.300. (4) The reactants are [CH3:1][N:2]1[C@@H:18]2[CH2:19][C:7]3[CH:8]=[CH:9][C:10]([O:22][CH3:23])=[C:11]4[O:12][C@H:13]5[C:14]([O:20][CH3:21])=[CH:15][CH:16]=[C:17]2[C@:5]5([C:6]=34)[CH2:4][CH2:3]1.N1CCOCC1.O. The product is [CH3:1][N:2]1[C@@H:18]2[CH2:19][C:7]3[CH:8]=[CH:9][C:10]([O:22][CH3:23])=[C:11]4[O:12][C@H:13]5[C:14]([O:20][CH3:21])=[CH:15][CH2:16][C@@H:17]2[C@:5]5([C:6]=34)[CH2:4][CH2:3]1. The yield is 0.891. The catalyst is COCC(O)C. (5) The reactants are [NH:1]1[CH2:4][CH2:3][CH2:2]1.C(=O)([O-])[O-].[K+].[K+].CN(C)C=O.Cl[CH2:17][C:18]([N:20]1[CH2:25][CH2:24][N:23]([C:26]([O:28][C:29]([CH3:32])([CH3:31])[CH3:30])=[O:27])[CH2:22][CH2:21]1)=[O:19]. The catalyst is O. The product is [N:1]1([CH2:17][C:18]([N:20]2[CH2:25][CH2:24][N:23]([C:26]([O:28][C:29]([CH3:32])([CH3:31])[CH3:30])=[O:27])[CH2:22][CH2:21]2)=[O:19])[CH2:4][CH2:3][CH2:2]1. The yield is 0.580.